Dataset: Merck oncology drug combination screen with 23,052 pairs across 39 cell lines. Task: Regression. Given two drug SMILES strings and cell line genomic features, predict the synergy score measuring deviation from expected non-interaction effect. (1) Drug 1: CCC1(O)CC2CN(CCc3c([nH]c4ccccc34)C(C(=O)OC)(c3cc4c(cc3OC)N(C)C3C(O)(C(=O)OC)C(OC(C)=O)C5(CC)C=CCN6CCC43C65)C2)C1. Drug 2: C=CCn1c(=O)c2cnc(Nc3ccc(N4CCN(C)CC4)cc3)nc2n1-c1cccc(C(C)(C)O)n1. Cell line: HT29. Synergy scores: synergy=-6.54. (2) Drug 1: Cn1c(=O)n(-c2ccc(C(C)(C)C#N)cc2)c2c3cc(-c4cnc5ccccc5c4)ccc3ncc21. Drug 2: CCc1c2c(nc3ccc(O)cc13)-c1cc3c(c(=O)n1C2)COC(=O)C3(O)CC. Cell line: A427. Synergy scores: synergy=9.66. (3) Drug 1: CCN(CC)CCNC(=O)c1c(C)[nH]c(C=C2C(=O)Nc3ccc(F)cc32)c1C. Drug 2: CS(=O)(=O)CCNCc1ccc(-c2ccc3ncnc(Nc4ccc(OCc5cccc(F)c5)c(Cl)c4)c3c2)o1. Cell line: OCUBM. Synergy scores: synergy=25.8. (4) Drug 1: CC(=O)OC1C(=O)C2(C)C(O)CC3OCC3(OC(C)=O)C2C(OC(=O)c2ccccc2)C2(O)CC(OC(=O)C(O)C(NC(=O)c3ccccc3)c3ccccc3)C(C)=C1C2(C)C. Drug 2: CC(C)CC(NC(=O)C(Cc1ccccc1)NC(=O)c1cnccn1)B(O)O. Cell line: NCIH1650. Synergy scores: synergy=-32.2. (5) Drug 1: O=c1[nH]cc(F)c(=O)[nH]1. Drug 2: NC(=O)c1cccc2cn(-c3ccc(C4CCCNC4)cc3)nc12. Cell line: OV90. Synergy scores: synergy=-11.6. (6) Drug 1: C#Cc1cccc(Nc2ncnc3cc(OCCOC)c(OCCOC)cc23)c1. Drug 2: NC1CCCCC1N.O=C(O)C(=O)O.[Pt+2]. Cell line: OVCAR3. Synergy scores: synergy=3.05.